From a dataset of Reaction yield outcomes from USPTO patents with 853,638 reactions. Predict the reaction yield, written as a fraction of the theoretical maximum amount of product (1.0 means a 100% yield; for example, 0.34 means a 34% yield). (1) The reactants are [N+:1]([O-:4])([OH:3])=[O:2].[F:5][C:6]1[CH:11]=[CH:10][CH:9]=[C:8]([O:12][CH3:13])[C:7]=1[O:14][CH3:15]. No catalyst specified. The product is [F:5][C:6]1[C:7]([O:14][CH3:15])=[C:8]([O:12][CH3:13])[CH:9]=[CH:10][C:11]=1[N+:1]([O-:4])=[O:2].[F:5][C:6]1[CH:11]=[C:10]([N+:1]([O-:3])=[O:2])[CH:9]=[C:8]([O:12][CH3:13])[C:7]=1[O:14][CH3:15]. The yield is 0.280. (2) The reactants are [OH:1][CH2:2][C:3]1[CH:13]=[CH:12][C:6]([O:7][CH2:8][C:9](=[O:11])[CH3:10])=[CH:5][CH:4]=1.[BH4-].[Na+]. The catalyst is CO.O. The product is [OH:1][CH2:2][C:3]1[CH:4]=[CH:5][C:6]([O:7][CH2:8][CH:9]([OH:11])[CH3:10])=[CH:12][CH:13]=1. The yield is 0.980.